Dataset: Full USPTO retrosynthesis dataset with 1.9M reactions from patents (1976-2016). Task: Predict the reactants needed to synthesize the given product. (1) Given the product [CH3:6][NH:8][C:10]1[N:15]=[C:14]([CH2:16][CH2:17][O:18][C:19]2[CH:24]=[CH:23][C:22]([CH2:25][CH:26]([C:32]3[S:33][CH:34]=[CH:35][CH:36]=3)[CH2:27][C:28]([OH:30])=[O:29])=[CH:21][CH:20]=2)[CH:13]=[CH:12][CH:11]=1, predict the reactants needed to synthesize it. The reactants are: C(O[C:6]([N:8]([C:10]1[N:15]=[C:14]([CH2:16][CH2:17][O:18][C:19]2[CH:24]=[CH:23][C:22]([CH2:25][CH:26]([C:32]3[S:33][CH:34]=[CH:35][CH:36]=3)[CH2:27][C:28]([O:30]C)=[O:29])=[CH:21][CH:20]=2)[CH:13]=[CH:12][CH:11]=1)C)=O)(C)(C)C.Cl.O1CCOCC1.[OH-].[Na+].Cl. (2) Given the product [F:10][C:11]1[N:12]=[CH:13][C:14]([C:15](=[O:16])[CH2:1][CH3:2])=[CH:21][CH:22]=1, predict the reactants needed to synthesize it. The reactants are: [CH2:1]([Mg]Br)[CH3:2].CCOCC.[F:10][C:11]1[CH:22]=[CH:21][C:14]([C:15](N(OC)C)=[O:16])=[CH:13][N:12]=1. (3) Given the product [CH3:1][O:2][C:3]1[CH:4]=[CH:5][C:6]([C:7]([O:9][CH2:10][C:11]2([CH2:21][C:18]#[N:19])[CH2:12][CH2:13]2)=[O:8])=[CH:16][CH:17]=1, predict the reactants needed to synthesize it. The reactants are: [CH3:1][O:2][C:3]1[CH:17]=[CH:16][C:6]([C:7]([O:9][CH2:10][CH:11]2[CH2:13][CH:12]2CBr)=[O:8])=[CH:5][CH:4]=1.[C-:18]#[N:19].[K+].[C:21](=O)(O)[O-].[Na+]. (4) Given the product [CH3:3][C:4]1[C:13]2[C:8](=[CH:9][CH:10]=[CH:11][CH:12]=2)[N:7]=[C:6]([CH2:14][N:15]2[C:24](=[O:25])[C:23]3[N:22]([CH2:26][C:27]#[C:28][CH3:29])[C:21]([N:30]4[CH2:35][CH2:34][CH2:33][C@@H:32]([NH2:36])[CH2:31]4)=[N:20][C:19]=3[N:18]([CH2:37][C:38]([OH:40])=[O:39])[C:16]2=[O:17])[N:5]=1, predict the reactants needed to synthesize it. The reactants are: [OH-].[Na+].[CH3:3][C:4]1[C:13]2[C:8](=[CH:9][CH:10]=[CH:11][CH:12]=2)[N:7]=[C:6]([CH2:14][N:15]2[C:24](=[O:25])[C:23]3[N:22]([CH2:26][C:27]#[C:28][CH3:29])[C:21]([N:30]4[CH2:35][CH2:34][CH2:33][C@@H:32]([NH2:36])[CH2:31]4)=[N:20][C:19]=3[N:18]([CH2:37][C:38]([O:40]C)=[O:39])[C:16]2=[O:17])[N:5]=1.Cl. (5) Given the product [Cl:1][C:2]1[N:3]=[CH:4][C:5]([CH2:8][C:10]#[N:11])=[CH:6][CH:7]=1, predict the reactants needed to synthesize it. The reactants are: [Cl:1][C:2]1[CH:7]=[CH:6][C:5]([CH2:8]Cl)=[CH:4][N:3]=1.[C-:10]#[N:11].[K+]. (6) Given the product [NH2:1][C:2]1[CH:18]=[CH:17][CH:16]=[C:15]([NH2:19])[C:3]=1[C:4]([N:6]1[CH2:10][CH2:9][CH2:8][C@:7]1([CH3:14])[C:11]([OH:13])=[O:12])=[O:5], predict the reactants needed to synthesize it. The reactants are: [NH2:1][C:2]1[CH:18]=[CH:17][CH:16]=[C:15]([N+:19]([O-])=O)[C:3]=1[C:4]([N:6]1[CH2:10][CH2:9][CH2:8][C@:7]1([CH3:14])[C:11]([OH:13])=[O:12])=[O:5].[H][H].